This data is from Catalyst prediction with 721,799 reactions and 888 catalyst types from USPTO. The task is: Predict which catalyst facilitates the given reaction. (1) Reactant: [C:1](/[C:3](=[C:9](\OCC)/[CH3:10])/[C:4]([O:6][CH2:7][CH3:8])=[O:5])#[N:2].Cl.[CH:15]1([NH:20][NH2:21])[CH2:19][CH2:18][CH2:17][CH2:16]1.CCN(CC)CC. Product: [NH2:2][C:1]1[N:20]([CH:15]2[CH2:19][CH2:18][CH2:17][CH2:16]2)[N:21]=[C:9]([CH3:10])[C:3]=1[C:4]([O:6][CH2:7][CH3:8])=[O:5]. The catalyst class is: 5. (2) Product: [CH3:32][O:33][C:34]1[CH:35]=[CH:36][C:37]([NH:42][C:2]2[C:3]3[N:4]([N:29]=[CH:30][N:31]=3)[CH:5]=[C:6]([C:8]3[CH:9]=[C:10]([CH:26]=[CH:27][CH:28]=3)[C:11]([NH:13][C:14]3[CH:23]=[CH:22][C:17]([C:18]([O:20][CH3:21])=[O:19])=[C:16]([O:24][CH3:25])[CH:15]=3)=[O:12])[CH:7]=2)=[N:38][C:39]=1[O:40][CH3:41]. Reactant: Br[C:2]1[C:3]2[N:4]([N:29]=[CH:30][N:31]=2)[CH:5]=[C:6]([C:8]2[CH:9]=[C:10]([CH:26]=[CH:27][CH:28]=2)[C:11]([NH:13][C:14]2[CH:23]=[CH:22][C:17]([C:18]([O:20][CH3:21])=[O:19])=[C:16]([O:24][CH3:25])[CH:15]=2)=[O:12])[CH:7]=1.[CH3:32][O:33][C:34]1[CH:35]=[CH:36][C:37]([NH2:42])=[N:38][C:39]=1[O:40][CH3:41].CC(C1C=C(C(C)C)C(C2C=CC=CC=2P(C2CCCCC2)C2CCCCC2)=C(C(C)C)C=1)C.C([O-])([O-])=O.[Cs+].[Cs+]. The catalyst class is: 62.